This data is from Full USPTO retrosynthesis dataset with 1.9M reactions from patents (1976-2016). The task is: Predict the reactants needed to synthesize the given product. Given the product [Cl:27][C:26]1[C:25]([Cl:28])=[C:24]([CH3:29])[NH:23][C:22]=1[C:20]([NH:19][CH:16]1[CH2:15][CH2:14][N:13]([C:5]2[S:6][C:7]([C:8]([OH:10])=[O:9])=[C:3]([CH2:2][NH:1][C:33]([NH:32][CH2:30][CH3:31])=[O:34])[N:4]=2)[CH2:18][CH2:17]1)=[O:21], predict the reactants needed to synthesize it. The reactants are: [NH2:1][CH2:2][C:3]1[N:4]=[C:5]([N:13]2[CH2:18][CH2:17][CH:16]([NH:19][C:20]([C:22]3[NH:23][C:24]([CH3:29])=[C:25]([Cl:28])[C:26]=3[Cl:27])=[O:21])[CH2:15][CH2:14]2)[S:6][C:7]=1[C:8]([O:10]CC)=[O:9].[CH2:30]([N:32]=[C:33]=[O:34])[CH3:31].